Dataset: Full USPTO retrosynthesis dataset with 1.9M reactions from patents (1976-2016). Task: Predict the reactants needed to synthesize the given product. (1) Given the product [F:1][C:2]1[CH:3]=[C:4]([CH:10]2[CH2:14][CH2:13][CH2:12][N:11]2[C:15]2[CH:20]=[CH:19][N:18]3[N:21]=[CH:22][C:23]([C:24]([NH:35][NH:34][C:28](=[O:33])[C:29]([CH3:32])([CH3:31])[CH3:30])=[O:25])=[C:17]3[N:16]=2)[C:5]([O:8][CH3:9])=[N:6][CH:7]=1, predict the reactants needed to synthesize it. The reactants are: [F:1][C:2]1[CH:3]=[C:4]([CH:10]2[CH2:14][CH2:13][CH2:12][N:11]2[C:15]2[CH:20]=[CH:19][N:18]3[N:21]=[CH:22][C:23]([C:24](O)=[O:25])=[C:17]3[N:16]=2)[C:5]([O:8][CH3:9])=[N:6][CH:7]=1.Cl.[C:28]([NH:34][NH2:35])(=[O:33])[C:29]([CH3:32])([CH3:31])[CH3:30].CCN(C(C)C)C(C)C.CN(C(ON1N=NC2C=CC=NC1=2)=[N+](C)C)C.F[P-](F)(F)(F)(F)F. (2) Given the product [C:3]1([NH:1][C:15]2[CH:16]=[C:11]([CH:12]=[CH:13][CH:14]=2)[CH:9]=[O:10])[CH:8]=[CH:7][CH:6]=[CH:5][CH:4]=1, predict the reactants needed to synthesize it. The reactants are: [N:1]([C:3]1[CH:8]=[CH:7][CH:6]=[CH:5][CH:4]=1)=O.[CH:9]([C:11]1[CH:12]=[C:13](B(O)O)[CH:14]=[CH:15][CH:16]=1)=[O:10]. (3) Given the product [Cl:1][C:2]1[CH:3]=[CH:4][N:5]=[C:6]2[CH:10]=[C:9]([C:17]3[N:22]=[CH:21][C:20]([CH2:23][CH2:24][N:25]4[CH2:29][CH2:28][CH2:27][C:26]4=[O:30])=[CH:19][CH:18]=3)[S:8][C:7]=12, predict the reactants needed to synthesize it. The reactants are: [Cl:1][C:2]1[C:7]2[S:8][CH:9]=[CH:10][C:6]=2[N:5]=[CH:4][CH:3]=1.C([Li])CCC.Br[C:17]1[N:22]=[CH:21][C:20]([CH2:23][CH2:24][N:25]2[CH2:29][CH2:28][CH2:27][C:26]2=[O:30])=[CH:19][CH:18]=1. (4) The reactants are: [C:1]([C:5]1[N:10]=[CH:9][C:8]([C:11]2[N:12]([C:32](Cl)=[O:33])[C@@:13]([C:25]3[CH:30]=[CH:29][C:28]([Cl:31])=[CH:27][CH:26]=3)([CH3:24])[C@@:14]([C:17]3[CH:22]=[CH:21][C:20]([Cl:23])=[CH:19][CH:18]=3)([CH3:16])[N:15]=2)=[C:7]([O:35][CH2:36][CH3:37])[CH:6]=1)([CH3:4])([CH3:3])[CH3:2].[NH:38]1[CH2:43][CH2:42][S:41](=[O:45])(=[O:44])[CH2:40][CH2:39]1. Given the product [C:1]([C:5]1[N:10]=[CH:9][C:8]([C:11]2[N:12]([C:32]([N:38]3[CH2:43][CH2:42][S:41](=[O:45])(=[O:44])[CH2:40][CH2:39]3)=[O:33])[C@@:13]([C:25]3[CH:30]=[CH:29][C:28]([Cl:31])=[CH:27][CH:26]=3)([CH3:24])[C@@:14]([C:17]3[CH:22]=[CH:21][C:20]([Cl:23])=[CH:19][CH:18]=3)([CH3:16])[N:15]=2)=[C:7]([O:35][CH2:36][CH3:37])[CH:6]=1)([CH3:2])([CH3:3])[CH3:4], predict the reactants needed to synthesize it.